This data is from Full USPTO retrosynthesis dataset with 1.9M reactions from patents (1976-2016). The task is: Predict the reactants needed to synthesize the given product. (1) Given the product [NH2:7][CH2:8][C:9]([NH:10][C:11]1[CH:12]=[C:13]([CH:14]=[CH:15][CH:16]=1)[O:17][C:18]1[CH:23]=[CH:22][C:21]([C:24]([NH:25][C:26]2[CH:31]=[CH:30][CH:29]=[C:28]([Br:32])[CH:27]=2)=[O:33])=[CH:20][C:19]=1[NH:34][C:35]1[C:36]2[CH:44]=[CH:43][C:42]([CH:45]([CH3:47])[CH3:46])=[N:41][C:37]=2[N:38]=[CH:39][N:40]=1)=[O:48].[F:50][C:51]([F:56])([F:55])[C:52]([OH:54])=[O:53], predict the reactants needed to synthesize it. The reactants are: C(OC(=O)[NH:7][CH2:8][C:9](=[O:48])[NH:10][C:11]1[CH:16]=[CH:15][CH:14]=[C:13]([O:17][C:18]2[CH:23]=[CH:22][C:21]([C:24](=[O:33])[NH:25][C:26]3[CH:31]=[CH:30][CH:29]=[C:28]([Br:32])[CH:27]=3)=[CH:20][C:19]=2[NH:34][C:35]2[C:36]3[CH:44]=[CH:43][C:42]([CH:45]([CH3:47])[CH3:46])=[N:41][C:37]=3[N:38]=[CH:39][N:40]=2)[CH:12]=1)(C)(C)C.[F:50][C:51]([F:56])([F:55])[C:52]([OH:54])=[O:53]. (2) Given the product [Br:1][C:2]1[CH:34]=[CH:33][C:32]([F:35])=[CH:31][C:3]=1[O:4][CH:5]1[CH2:10][CH2:9][N:8]([C:11]2[N:12]=[CH:13][C:14]3[N:19]=[C:18]([C:20]4[N:24]([CH2:25][C:26]([OH:28])=[O:27])[N:23]=[N:22][N:21]=4)[S:17][C:15]=3[N:16]=2)[CH2:7][CH2:6]1, predict the reactants needed to synthesize it. The reactants are: [Br:1][C:2]1[CH:34]=[CH:33][C:32]([F:35])=[CH:31][C:3]=1[O:4][CH:5]1[CH2:10][CH2:9][N:8]([C:11]2[N:12]=[CH:13][C:14]3[N:19]=[C:18]([C:20]4[N:24]([CH2:25][C:26]([O:28]CC)=[O:27])[N:23]=[N:22][N:21]=4)[S:17][C:15]=3[N:16]=2)[CH2:7][CH2:6]1.[OH-].[Na+].